This data is from Peptide-MHC class I binding affinity with 185,985 pairs from IEDB/IMGT. The task is: Regression. Given a peptide amino acid sequence and an MHC pseudo amino acid sequence, predict their binding affinity value. This is MHC class I binding data. (1) The MHC is HLA-B57:01 with pseudo-sequence HLA-B57:01. The peptide sequence is VFTSRIQVI. The binding affinity (normalized) is 0.0847. (2) The peptide sequence is ITLFLILCY. The MHC is HLA-A32:01 with pseudo-sequence HLA-A32:01. The binding affinity (normalized) is 0.307. (3) The peptide sequence is TVDSLSPLK. The MHC is HLA-A11:01 with pseudo-sequence HLA-A11:01. The binding affinity (normalized) is 0.765. (4) The peptide sequence is YWDQVTFFY. The MHC is HLA-B15:01 with pseudo-sequence HLA-B15:01. The binding affinity (normalized) is 0.0847. (5) The peptide sequence is IESIDNVMGM. The MHC is Mamu-A11 with pseudo-sequence Mamu-A11. The binding affinity (normalized) is 0.420. (6) The peptide sequence is VSDRPMMRY. The MHC is HLA-A26:01 with pseudo-sequence HLA-A26:01. The binding affinity (normalized) is 0.0642.